From a dataset of Full USPTO retrosynthesis dataset with 1.9M reactions from patents (1976-2016). Predict the reactants needed to synthesize the given product. (1) The reactants are: [CH3:1][O:2][C:3]([C:5]1[S:6][C:7]([NH2:20])=[C:8]([S:10]([C:13]2[CH:18]=[CH:17][CH:16]=[C:15](Br)[CH:14]=2)(=[O:12])=[O:11])[CH:9]=1)=[O:4].[CH:21]([C:23]1[CH:24]=[C:25](B(O)O)[CH:26]=[CH:27][CH:28]=1)=[O:22].C([O-])([O-])=O.[Na+].[Na+].C(O)C. Given the product [CH3:1][O:2][C:3]([C:5]1[S:6][C:7]([NH2:20])=[C:8]([S:10]([C:13]2[CH:14]=[C:15]([C:27]3[CH:26]=[CH:25][CH:24]=[C:23]([CH:21]=[O:22])[CH:28]=3)[CH:16]=[CH:17][CH:18]=2)(=[O:12])=[O:11])[CH:9]=1)=[O:4], predict the reactants needed to synthesize it. (2) Given the product [OH:38][CH:39]([CH2:41][CH2:42][CH2:43][CH2:44][CH:45]([OH:46])[CH2:47][N:4]([C:5]1[C:19]([I:20])=[C:9]([C:10]([N:12]([CH2:13][CH2:14][OH:15])[CH2:16][CH2:17][OH:18])=[O:11])[C:8]([I:21])=[C:7]([C:6]=1[I:31])[C:22]([N:24]([CH2:25][CH2:26][OH:27])[CH2:28][CH2:29][OH:30])=[O:23])[C:1](=[O:32])[CH3:2])[CH2:40][N:4]([C:5]1[C:19]([I:20])=[C:9]([C:10]([N:12]([CH2:13][CH2:14][OH:15])[CH2:16][CH2:17][OH:18])=[O:11])[C:8]([I:21])=[C:7]([C:6]=1[I:31])[C:22]([N:24]([CH2:25][CH2:26][OH:27])[CH2:28][CH2:29][OH:30])=[O:23])[C:1](=[O:3])[CH3:2], predict the reactants needed to synthesize it. The reactants are: [C:1]([NH:4][C:5]1[C:6]([I:31])=[C:7]([C:22]([N:24]([CH2:28][CH2:29][OH:30])[CH2:25][CH2:26][OH:27])=[O:23])[C:8]([I:21])=[C:9]([C:19]=1[I:20])[C:10]([N:12]([CH2:16][CH2:17][OH:18])[CH2:13][CH2:14][OH:15])=[O:11])(=[O:3])[CH3:2].[OH-:32].[K+].B(O)(O)O.[O:38]1[CH2:40][CH:39]1[CH2:41][CH2:42][CH2:43][CH2:44][CH:45]1[CH2:47][O:46]1. (3) Given the product [CH3:46][C:35]1[CH:34]=[C:33]([O:16][CH2:15][C:11]2[CH:10]=[C:9]([C:6]3[CH:5]=[CH:4][C:3]([C:2]([F:17])([F:18])[F:1])=[CH:8][CH:7]=3)[CH:14]=[CH:13][CH:12]=2)[CH:38]=[CH:37][C:36]=1[CH2:39][CH2:40][C:41]([O:43][CH2:44][CH3:45])=[O:42], predict the reactants needed to synthesize it. The reactants are: [F:1][C:2]([F:18])([F:17])[C:3]1[CH:8]=[CH:7][C:6]([C:9]2[CH:14]=[CH:13][CH:12]=[C:11]([CH2:15][OH:16])[CH:10]=2)=[CH:5][CH:4]=1.P(CCCC)(CCCC)CCCC.O[C:33]1[CH:38]=[CH:37][C:36]([CH2:39][CH2:40][C:41]([O:43][CH2:44][CH3:45])=[O:42])=[C:35]([CH3:46])[CH:34]=1. (4) Given the product [CH2:26]([N:28]([CH2:29][C:30]1[CH:35]=[CH:34][CH:33]=[C:32]([CH3:36])[N:31]=1)[C:23](=[O:24])[CH2:22][N:13]([S:10]([C:7]1[CH:6]=[CH:5][C:4]([CH:1]([CH3:2])[CH3:3])=[CH:9][N:8]=1)(=[O:11])=[O:12])[C:14]1[CH:15]=[N:16][C:17]([O:20][CH3:21])=[CH:18][CH:19]=1)[CH3:27], predict the reactants needed to synthesize it. The reactants are: [CH:1]([C:4]1[CH:5]=[CH:6][C:7]([S:10]([N:13]([CH2:22][C:23](O)=[O:24])[C:14]2[CH:15]=[N:16][C:17]([O:20][CH3:21])=[CH:18][CH:19]=2)(=[O:12])=[O:11])=[N:8][CH:9]=1)([CH3:3])[CH3:2].[CH2:26]([NH:28][CH2:29][C:30]1[CH:35]=[CH:34][CH:33]=[C:32]([CH3:36])[N:31]=1)[CH3:27]. (5) Given the product [Br-:20].[CH3:31][S:28]([NH:27][C:25](=[O:26])[CH2:24][CH2:23][CH2:22][CH2:21][P+:7]([C:1]1[CH:2]=[CH:3][CH:4]=[CH:5][CH:6]=1)([C:8]1[CH:13]=[CH:12][CH:11]=[CH:10][CH:9]=1)[C:14]1[CH:15]=[CH:16][CH:17]=[CH:18][CH:19]=1)(=[O:30])=[O:29], predict the reactants needed to synthesize it. The reactants are: [C:1]1([P:7]([C:14]2[CH:19]=[CH:18][CH:17]=[CH:16][CH:15]=2)[C:8]2[CH:13]=[CH:12][CH:11]=[CH:10][CH:9]=2)[CH:6]=[CH:5][CH:4]=[CH:3][CH:2]=1.[Br:20][CH2:21][CH2:22][CH2:23][CH2:24][C:25]([NH:27][S:28]([CH3:31])(=[O:30])=[O:29])=[O:26].C(OCC)(=O)C.CC(C)=O.C(OCC)(=O)C. (6) Given the product [CH3:1][O:2][C:3]([C:5]1[C:14]2[O:13][CH2:12][CH:11]([C:15]3[CH:16]=[N:17][CH:18]=[C:19]([OH:21])[CH:20]=3)[O:10][C:9]=2[CH:8]=[CH:7][CH:6]=1)=[O:4], predict the reactants needed to synthesize it. The reactants are: [CH3:1][O:2][C:3]([C:5]1[C:14]2[O:13][CH:12]=[C:11]([C:15]3[CH:16]=[N:17][CH:18]=[C:19]([O:21]CC4C=CC=CC=4)[CH:20]=3)[O:10][C:9]=2[CH:8]=[CH:7][CH:6]=1)=[O:4].[H][H].